Dataset: Forward reaction prediction with 1.9M reactions from USPTO patents (1976-2016). Task: Predict the product of the given reaction. Given the reactants Cl[C:2]1[N:7]([C:8]2[CH:13]=[CH:12][C:11]([I:14])=[CH:10][C:9]=2[F:15])[C:6](=[O:16])[N:5]([CH3:17])[C:4](=[O:18])[CH:3]=1.CN.FC1C=C(I)C=C[C:23]=1[N:29]1C(=O)C=C(NC)N(C)C1=O, predict the reaction product. The product is: [F:15][C:9]1[CH:10]=[C:11]([I:14])[CH:12]=[CH:13][C:8]=1[N:7]1[C:2]([NH:29][CH3:23])=[CH:3][C:4](=[O:18])[N:5]([CH3:17])[C:6]1=[O:16].